From a dataset of Reaction yield outcomes from USPTO patents with 853,638 reactions. Predict the reaction yield, written as a fraction of the theoretical maximum amount of product (1.0 means a 100% yield; for example, 0.34 means a 34% yield). (1) The reactants are [Br:1][C:2]1[CH:7]=[C:6]([N+:8]([O-:10])=[O:9])[C:5]([CH3:11])=[CH:4][C:3]=1[O:12][CH3:13].CN(C(OC)[O:18]C)C. The catalyst is CN(C=O)C.O. The product is [Br:1][C:2]1[C:3]([O:12][CH3:13])=[CH:4][C:5]([CH:11]=[O:18])=[C:6]([N+:8]([O-:10])=[O:9])[CH:7]=1. The yield is 0.389. (2) The reactants are [CH2:1]([N:3]1[C:7]2[N:8]=[C:9]([C:18]3[CH:23]=[CH:22][C:21]([NH:24][C:25]([NH:27][C:28]4[CH:36]=[CH:35][C:31]([C:32]([OH:34])=O)=[CH:30][CH:29]=4)=[O:26])=[CH:20][CH:19]=3)[N:10]=[C:11]([N:12]3[CH2:17][CH2:16][O:15][CH2:14][CH2:13]3)[C:6]=2[N:5]=[N:4]1)[CH3:2].CC[N:39](C(C)C)C(C)C.CN(C(ON1N=NC2C=CC=CC1=2)=[N+](C)C)C.F[P-](F)(F)(F)(F)F.N. The catalyst is CN1C(=O)CCC1. The product is [CH2:1]([N:3]1[C:7]2[N:8]=[C:9]([C:18]3[CH:19]=[CH:20][C:21]([NH:24][C:25]([NH:27][C:28]4[CH:36]=[CH:35][C:31]([C:32]([NH2:39])=[O:34])=[CH:30][CH:29]=4)=[O:26])=[CH:22][CH:23]=3)[N:10]=[C:11]([N:12]3[CH2:13][CH2:14][O:15][CH2:16][CH2:17]3)[C:6]=2[N:5]=[N:4]1)[CH3:2]. The yield is 0.110. (3) The reactants are CS([O:5][CH:6]1[CH2:9][N:8]([C:10]([C:12]2[O:13][C:14]([C:17]3[CH:22]=[CH:21][CH:20]=[CH:19][CH:18]=3)=[N:15][N:16]=2)=[O:11])[CH2:7]1)(=O)=O.[Cl:23][C:24]1[CH:25]=[C:26]([CH:29]=[CH:30][C:31]=1O)[CH:27]=[O:28]. No catalyst specified. The product is [Cl:23][C:24]1[CH:25]=[C:26]([CH:29]=[CH:30][C:31]=1[O:5][CH:6]1[CH2:9][N:8]([C:10]([C:12]2[O:13][C:14]([C:17]3[CH:22]=[CH:21][CH:20]=[CH:19][CH:18]=3)=[N:15][N:16]=2)=[O:11])[CH2:7]1)[CH:27]=[O:28]. The yield is 0.450. (4) The reactants are [OH:1][C:2]1[CH:7]=[CH:6][C:5]([S:8][CH2:9][CH2:10][CH2:11][C:12]([OH:14])=O)=[CH:4][CH:3]=1.[CH2:15]([NH:17][CH2:18][C:19]1[CH:24]=[CH:23][CH:22]=[CH:21][C:20]=1[O:25][CH3:26])[CH3:16]. No catalyst specified. The product is [CH2:15]([N:17]([CH2:18][C:19]1[CH:24]=[CH:23][CH:22]=[CH:21][C:20]=1[O:25][CH3:26])[C:12](=[O:14])[CH2:11][CH2:10][CH2:9][S:8][C:5]1[CH:4]=[CH:3][C:2]([OH:1])=[CH:7][CH:6]=1)[CH3:16]. The yield is 0.570. (5) The reactants are [C:1]([O:5][C:6]([NH:8][C@@H:9]([CH3:24])[CH2:10][N:11]1[C:19]2[C:14](=[CH:15][CH:16]=[C:17]3[CH:23]=[CH:22][CH:21]=[CH:20][C:18]3=2)[CH:13]=[CH:12]1)=[O:7])([CH3:4])([CH3:3])[CH3:2].C([BH3-])#N.[Na+]. The catalyst is C(O)(=O)C. The product is [C:1]([O:5][C:6]([NH:8][C@@H:9]([CH3:24])[CH2:10][N:11]1[C:19]2[C:14](=[CH:15][CH:16]=[C:17]3[CH:23]=[CH:22][CH:21]=[CH:20][C:18]3=2)[CH2:13][CH2:12]1)=[O:7])([CH3:4])([CH3:2])[CH3:3]. The yield is 0.490. (6) The reactants are [OH:1][C:2]1[CH:9]=[CH:8][C:5]([C:6]#[N:7])=[CH:4][CH:3]=1.C(OP(=[S:18])(O)OCC)C. The catalyst is O. The product is [OH:1][C:2]1[CH:9]=[CH:8][C:5]([C:6]([NH2:7])=[S:18])=[CH:4][CH:3]=1. The yield is 0.870. (7) The reactants are [C:1]1(/C=C/[C:1]2[CH:6]=[CH:5]C=[CH:3][CH:2]=2)[CH:6]=[CH:5]C=[CH:3][CH:2]=1.OOS([O-])=O.[K+].[O-]S([O-])=O.[Na+].[Na+].CC[O:29][C:30]([CH3:32])=[O:31]. The yield is 0.950. The product is [C:30]([OH:29])(=[O:31])[C:32]1[CH:5]=[CH:6][CH:1]=[CH:2][CH:3]=1. The catalyst is CN(C=O)C.O=[Os](=O)(=O)=O.